Dataset: Forward reaction prediction with 1.9M reactions from USPTO patents (1976-2016). Task: Predict the product of the given reaction. (1) Given the reactants CCO/[CH:4]=[C:5](/[CH:7]=O)\[CH3:6].[NH2:9][C:10]1[N:14]=[C:13]([SH:15])[NH:12][N:11]=1, predict the reaction product. The product is: [CH3:6][C:5]1[CH:4]=[N:9][C:10]2[N:11]([N:12]=[C:13]([SH:15])[N:14]=2)[CH:7]=1. (2) Given the reactants [N:1]1([C:7]2[N:12]=[C:11]([N:13]3[CH:18]4[CH2:19][CH2:20][CH:14]3[CH2:15][O:16][CH2:17]4)[N:10]=[C:9]([C:21]3[CH:27]=[CH:26][C:24]([NH2:25])=[CH:23][CH:22]=3)[N:8]=2)[CH2:6][CH2:5][O:4][CH2:3][CH2:2]1.ClC(Cl)(O[C:32](=[O:38])OC(Cl)(Cl)Cl)Cl.[NH2:40][C:41]1[CH:46]=[CH:45][C:44]([CH3:47])=[CH:43][CH:42]=1, predict the reaction product. The product is: [CH3:47][C:44]1[CH:45]=[CH:46][C:41]([NH:40][C:32]([NH:25][C:24]2[CH:26]=[CH:27][C:21]([C:9]3[N:8]=[C:7]([N:1]4[CH2:2][CH2:3][O:4][CH2:5][CH2:6]4)[N:12]=[C:11]([N:13]4[CH:14]5[CH2:20][CH2:19][CH:18]4[CH2:17][O:16][CH2:15]5)[N:10]=3)=[CH:22][CH:23]=2)=[O:38])=[CH:42][CH:43]=1. (3) Given the reactants [Cl:1][C:2]1[C:11]2[C:6](=[CH:7][CH:8]=[CH:9][C:10]=2[O:12][CH:13]2[CH2:18][CH2:17][N:16]([CH3:19])[CH2:15][CH2:14]2)[N:5]=[CH:4][N:3]=1.[Cl:20][C:21]1[CH:22]=[C:23]([CH:25]=[CH:26][C:27]=1[S:28][C:29]1[CH:30]=[CH:31][CH:32]=[C:33]2[C:38]=1[N:37]=[CH:36][CH:35]=[CH:34]2)[NH2:24], predict the reaction product. The product is: [ClH:1].[Cl:20][C:21]1[CH:22]=[C:23]([CH:25]=[CH:26][C:27]=1[S:28][C:29]1[CH:30]=[CH:31][CH:32]=[C:33]2[C:38]=1[N:37]=[CH:36][CH:35]=[CH:34]2)[NH:24][C:2]1[C:11]2[C:6](=[CH:7][CH:8]=[CH:9][C:10]=2[O:12][CH:13]2[CH2:18][CH2:17][N:16]([CH3:19])[CH2:15][CH2:14]2)[N:5]=[CH:4][N:3]=1. (4) Given the reactants [NH2:1][C:2]1[N:6]([CH:7]2[CH2:11][CH2:10][CH2:9][CH2:8]2)[CH:5]=[N:4][C:3]=1[C:12]([NH2:14])=[O:13].[Cl:15][CH2:16][C:17](Cl)=[O:18], predict the reaction product. The product is: [Cl:15][CH2:16][C:17]([NH:1][C:2]1[N:6]([CH:7]2[CH2:11][CH2:10][CH2:9][CH2:8]2)[CH:5]=[N:4][C:3]=1[C:12]([NH2:14])=[O:13])=[O:18]. (5) Given the reactants [C:1]([C:3]1[CH:8]=[CH:7][N:6]=[C:5]2[NH:9][CH:10]=[C:11]([C:12]3[CH:17]=[CH:16][N:15]=[C:14]([NH2:18])[N:13]=3)[C:4]=12)#[CH:2].[H][H], predict the reaction product. The product is: [CH2:1]([C:3]1[CH:8]=[CH:7][N:6]=[C:5]2[NH:9][CH:10]=[C:11]([C:12]3[CH:17]=[CH:16][N:15]=[C:14]([NH2:18])[N:13]=3)[C:4]=12)[CH3:2].